Dataset: Peptide-MHC class I binding affinity with 185,985 pairs from IEDB/IMGT. Task: Regression. Given a peptide amino acid sequence and an MHC pseudo amino acid sequence, predict their binding affinity value. This is MHC class I binding data. (1) The peptide sequence is QAISPRTLNAW. The MHC is HLA-B57:01 with pseudo-sequence HLA-B57:01. The binding affinity (normalized) is 0.682. (2) The peptide sequence is QISNELNYIL. The MHC is HLA-B57:01 with pseudo-sequence HLA-B57:01. The binding affinity (normalized) is 0.452. (3) The peptide sequence is YLPTQQDVL. The MHC is Patr-A0701 with pseudo-sequence Patr-A0701. The binding affinity (normalized) is 0.